Dataset: Catalyst prediction with 721,799 reactions and 888 catalyst types from USPTO. Task: Predict which catalyst facilitates the given reaction. (1) Reactant: [Cl:1][C:2]1[N:7]=[C:6](Cl)[C:5]([O:9][CH3:10])=[CH:4][N:3]=1.[NH:11]1[C:19]2[C:14](=[CH:15][C:16]([NH2:20])=[CH:17][CH:18]=2)[CH:13]=[N:12]1.CCN(C(C)C)C(C)C. Product: [Cl:1][C:2]1[N:7]=[C:6]([NH:20][C:16]2[CH:15]=[C:14]3[C:19](=[CH:18][CH:17]=2)[NH:11][N:12]=[CH:13]3)[C:5]([O:9][CH3:10])=[CH:4][N:3]=1. The catalyst class is: 14. (2) Reactant: [Cl:1][C:2]1[C:3]([CH3:15])=[N:4][N:5](CC(O)=O)[C:6]=1[C:7]([F:10])([F:9])[F:8].[C:16](Cl)(=[O:20])[C:17](Cl)=O.[F:22][C:23]1[CH:28]=[CH:27][C:26]([N:29]2[CH:33]=[C:32]([NH2:34])[CH:31]=[N:30]2)=[CH:25][CH:24]=1.CCN(CC)CC. Product: [Cl:1][C:2]1[C:6]([C:7]([F:8])([F:9])[F:10])=[N:5][N:4]([CH2:17][C:16]([NH:34][C:32]2[CH:31]=[N:30][N:29]([C:26]3[CH:27]=[CH:28][C:23]([F:22])=[CH:24][CH:25]=3)[CH:33]=2)=[O:20])[C:3]=1[CH3:15]. The catalyst class is: 606. (3) Reactant: [CH:1]1([N:6]2[CH2:32][CH2:31][C:9]3[N:10]([CH2:26][C:27]([O:29]C)=[O:28])[C:11]4[CH:12]=[CH:13][C:14]([C:17]([N:19]5[CH2:24][CH2:23][CH:22]([CH3:25])[CH2:21][CH2:20]5)=[O:18])=[CH:15][C:16]=4[C:8]=3[CH2:7]2)[CH2:5][CH2:4][CH2:3][CH2:2]1.[OH-].[Na+]. Product: [CH:1]1([N:6]2[CH2:32][CH2:31][C:9]3[N:10]([CH2:26][C:27]([OH:29])=[O:28])[C:11]4[CH:12]=[CH:13][C:14]([C:17]([N:19]5[CH2:24][CH2:23][CH:22]([CH3:25])[CH2:21][CH2:20]5)=[O:18])=[CH:15][C:16]=4[C:8]=3[CH2:7]2)[CH2:2][CH2:3][CH2:4][CH2:5]1. The catalyst class is: 24. (4) Reactant: [C:1](OC(=O)C)(=[O:3])C.C(O)=O.[NH2:11][C:12]1[C:13]2[CH:24]=[CH:23][CH:22]=[CH:21][C:14]=2[S:15][C:16]=1[C:17]([O:19][CH3:20])=[O:18]. Product: [CH:1]([NH:11][C:12]1[C:13]2[CH:24]=[CH:23][CH:22]=[CH:21][C:14]=2[S:15][C:16]=1[C:17]([O:19][CH3:20])=[O:18])=[O:3]. The catalyst class is: 7. (5) Reactant: COC1C=C(OC)C=CC=1C[N:6]([C:21]1[S:25][N:24]=[CH:23][N:22]=1)[S:7]([C:10]1[C:19]([F:20])=[CH:18][C:13]2[NH:14][C:15](=[O:17])[O:16][C:12]=2[CH:11]=1)(=[O:9])=[O:8].N(/C(OC(C)(C)C)=O)=N\C(OC(C)(C)C)=O.C1(P(C2C=CC=CC=2)C2C=CC=CC=2)C=CC=CC=1.O[CH2:68][C:69]1[CH:78]=[CH:77][CH:76]=[C:75]2[C:70]=1[CH:71]=[C:72]([NH:79]C(=O)OC(C)(C)C)[N:73]=[CH:74]2. Product: [NH2:79][C:72]1[N:73]=[CH:74][C:75]2[C:70]([CH:71]=1)=[C:69]([CH2:68][N:14]1[C:13]3[CH:18]=[C:19]([F:20])[C:10]([S:7]([NH:6][C:21]4[S:25][N:24]=[CH:23][N:22]=4)(=[O:9])=[O:8])=[CH:11][C:12]=3[O:16][C:15]1=[O:17])[CH:78]=[CH:77][CH:76]=2. The catalyst class is: 1. (6) Reactant: [CH2:1]([N:3]1[C:7](=[O:8])[NH:6][N:5]=[N:4]1)[CH3:2].Br[CH2:10][CH2:11][OH:12].C(=O)([O-])[O-].[K+].[K+]. Product: [CH2:1]([N:3]1[C:7](=[O:8])[N:6]([CH2:10][CH2:11][OH:12])[N:5]=[N:4]1)[CH3:2]. The catalyst class is: 10. (7) Reactant: [Br:1][C:2]1[CH:3]=[C:4]2[C:9](=[CH:10][CH:11]=1)[N:8](CC1C=CC(OC)=CC=1)[C:7](=[O:21])[C:6]([C:22]1[S:23][CH:24]=[CH:25][CH:26]=1)=[C:5]2[O:27][CH2:28][CH:29]1[CH2:34][CH2:33][O:32][CH2:31][CH2:30]1.FC(F)(F)C(O)=O. Product: [Br:1][C:2]1[CH:3]=[C:4]2[C:9](=[CH:10][CH:11]=1)[NH:8][C:7](=[O:21])[C:6]([C:22]1[S:23][CH:24]=[CH:25][CH:26]=1)=[C:5]2[O:27][CH2:28][CH:29]1[CH2:30][CH2:31][O:32][CH2:33][CH2:34]1. The catalyst class is: 389.